From a dataset of Full USPTO retrosynthesis dataset with 1.9M reactions from patents (1976-2016). Predict the reactants needed to synthesize the given product. (1) Given the product [F:46][C:43]1[CH:44]=[CH:45][C:40]([C:9]2[N:6]3[N:7]=[CH:8][C:3]([C:2]([F:1])([F:12])[F:13])=[N:4][C:5]3=[N:11][CH:10]=2)=[CH:41][C:42]=1[O:47][CH3:48], predict the reactants needed to synthesize it. The reactants are: [F:1][C:2]([F:13])([F:12])[C:3]1[CH:8]=[N:7][N:6]2[CH:9]=[CH:10][N:11]=[C:5]2[N:4]=1.C1(P(C2C=CC=CC=2)C2C=CC=CC=2)C=CC=CC=1.C(=O)([O-])[O-].[Cs+].[Cs+].Br[C:40]1[CH:45]=[CH:44][C:43]([F:46])=[C:42]([O:47][CH3:48])[CH:41]=1. (2) The reactants are: [CH2:1]([O:4][C:5]([C:7]1[CH:8]=[C:9]2[C:14](=[CH:15][CH:16]=1)[N:13]([CH:17]1[CH2:22][CH2:21][N:20](C(OC(C)(C)C)=O)[CH2:19][CH2:18]1)[CH2:12][C:11](=[O:30])[NH:10]2)=[O:6])[CH:2]=[CH2:3].[ClH:31]. Given the product [ClH:31].[ClH:31].[CH2:1]([O:4][C:5]([C:7]1[CH:8]=[C:9]2[C:14](=[CH:15][CH:16]=1)[N:13]([CH:17]1[CH2:22][CH2:21][NH:20][CH2:19][CH2:18]1)[CH2:12][C:11](=[O:30])[NH:10]2)=[O:6])[CH:2]=[CH2:3], predict the reactants needed to synthesize it. (3) Given the product [C:29]([C:28]1[CH:15]([CH2:14][CH:8]2[CH2:7][CH2:6][C:5]3[C:10](=[CH:11][CH:12]=[C:3]([O:2][CH3:1])[CH:4]=3)[C:9]2=[O:13])[CH:16]=[CH:17][N:26]([CH2:25][C:20]2[CH:21]=[CH:22][CH:23]=[CH:24][C:19]=2[CH3:33])[C:27]=1[CH3:32])(=[O:31])[CH3:30], predict the reactants needed to synthesize it. The reactants are: [CH3:1][O:2][C:3]1[CH:4]=[C:5]2[C:10](=[CH:11][CH:12]=1)[C:9](=[O:13])[CH:8]([CH2:14]/[CH:15]=[CH:16]/[CH:17]=O)[CH2:7][CH2:6]2.[C:19]1([CH3:33])[CH:24]=[CH:23][CH:22]=[CH:21][C:20]=1[CH2:25][NH:26][C:27]([CH3:32])=[CH:28][C:29](=[O:31])[CH3:30]. (4) Given the product [Cl:1][C:2]1[CH:3]=[C:4]2[CH:9]=[C:10]([C:11]3[C:19]4[C:14](=[CH:15][C:16]([O:22][CH3:23])=[C:17]([O:20][CH3:21])[CH:18]=4)[N:13]([CH3:24])[CH:12]=3)[NH:8][C:5]2=[N:6][CH:7]=1, predict the reactants needed to synthesize it. The reactants are: [Cl:1][C:2]1[CH:3]=[C:4]([C:9]#[C:10][C:11]2[C:19]3[C:14](=[CH:15][C:16]([O:22][CH3:23])=[C:17]([O:20][CH3:21])[CH:18]=3)[N:13]([CH3:24])[CH:12]=2)[C:5]([NH2:8])=[N:6][CH:7]=1.CC(C)([O-])C.[K+].C(O)(=O)C.